From a dataset of Catalyst prediction with 721,799 reactions and 888 catalyst types from USPTO. Predict which catalyst facilitates the given reaction. (1) Reactant: [CH3:1][N:2]([C:14]1[N:19]=[CH:18][CH:17]=[CH:16][N:15]=1)[CH2:3][CH2:4][O:5][C:6]1[CH:13]=[CH:12][C:9]([CH:10]=[O:11])=[CH:8][CH:7]=1.O1CCCC1.[BH4-].[Na+].O. Product: [CH3:1][N:2]([C:14]1[N:15]=[CH:16][CH:17]=[CH:18][N:19]=1)[CH2:3][CH2:4][O:5][C:6]1[CH:13]=[CH:12][C:9]([CH2:10][OH:11])=[CH:8][CH:7]=1. The catalyst class is: 5. (2) Reactant: [Cl:1][CH2:2][C:3](Cl)=[O:4].[Br:6][C:7]1[CH:15]=[C:14]2[C:10]([CH2:11][C:12](=[O:16])[NH:13]2)=[CH:9][CH:8]=1.[Cl-].[Al+3].[Cl-].[Cl-]. Product: [Br:6][C:7]1[CH:15]=[C:14]2[C:10]([CH2:11][C:12](=[O:16])[NH:13]2)=[CH:9][C:8]=1[C:3](=[O:4])[CH2:2][Cl:1]. The catalyst class is: 26. (3) Reactant: [F:1][C:2]1[CH:7]=[CH:6][C:5]([C:8](=[O:10])[CH3:9])=[CH:4][C:3]=1[OH:11].[CH3:12]N(C=O)C.C(=O)([O-])[O-].[Na+].[Na+].IC. Product: [F:1][C:2]1[CH:7]=[CH:6][C:5]([C:8](=[O:10])[CH3:9])=[CH:4][C:3]=1[O:11][CH3:12]. The catalyst class is: 25. (4) Reactant: [CH3:1][O:2][C:3]1[CH:4]=[C:5]2[C:9](=[C:10]([CH3:12])[CH:11]=1)[NH:8][CH:7]=[CH:6]2.[OH-].[K+].[CH3:15][N:16]1[CH2:21][CH2:20][C:19](=O)[CH2:18][CH2:17]1. Product: [CH3:1][O:2][C:3]1[CH:4]=[C:5]2[C:9](=[C:10]([CH3:12])[CH:11]=1)[NH:8][CH:7]=[C:6]2[C:19]1[CH2:20][CH2:21][N:16]([CH3:15])[CH2:17][CH:18]=1. The catalyst class is: 5. (5) Reactant: C[O:2][C:3]1[C:8]([C:9]2[CH:14]=[CH:13][C:12]([O:15][C:16]3[CH:21]=[CH:20][N:19]=[C:18]([C:22]4[CH:23]=[N:24][N:25]([CH3:27])[CH:26]=4)[CH:17]=3)=[C:11]([CH3:28])[N:10]=2)=[CH:7][N:6]=[C:5]([NH:29][CH3:30])[N:4]=1.Br. Product: [CH3:28][C:11]1[N:10]=[C:9]([C:8]2[C:3](=[O:2])[NH:4][C:5]([NH:29][CH3:30])=[N:6][CH:7]=2)[CH:14]=[CH:13][C:12]=1[O:15][C:16]1[CH:21]=[CH:20][N:19]=[C:18]([C:22]2[CH:23]=[N:24][N:25]([CH3:27])[CH:26]=2)[CH:17]=1. The catalyst class is: 15. (6) Reactant: [CH2:1]([O:4][C:5]1([CH3:38])[CH2:10][CH2:9][N:8]([C:11]2[N:16]3[CH:17]=[C:18]([C:20]4[CH:25]=[CH:24][CH:23]=[C:22](Br)[CH:21]=4)[N:19]=[C:15]3[CH:14]=[C:13]([CH3:27])[C:12]=2[C@H:28]([O:33][C:34]([CH3:37])([CH3:36])[CH3:35])[C:29]([O:31][CH3:32])=[O:30])[CH2:7][CH2:6]1)[CH:2]=[CH2:3].C([Sn](CCCC)(CCCC)[C:44]1[C:49]([O:50][C@H:51]([CH2:53][CH:54]=[CH2:55])[CH3:52])=[CH:48][C:47]([F:56])=[CH:46][C:45]=1[F:57])CCC.[F-].[Cs+].[SnH4]. Product: [CH2:1]([O:4][C:5]1([CH3:38])[CH2:10][CH2:9][N:8]([C:11]2[N:16]3[CH:17]=[C:18]([C:20]4[CH:21]=[C:22]([C:48]5[C:49]([O:50][C@H:51]([CH2:53][CH:54]=[CH2:55])[CH3:52])=[CH:44][C:45]([F:57])=[CH:46][C:47]=5[F:56])[CH:23]=[CH:24][CH:25]=4)[N:19]=[C:15]3[CH:14]=[C:13]([CH3:27])[C:12]=2[C@H:28]([O:33][C:34]([CH3:37])([CH3:36])[CH3:35])[C:29]([O:31][CH3:32])=[O:30])[CH2:7][CH2:6]1)[CH:2]=[CH2:3]. The catalyst class is: 441. (7) Reactant: Cl.[NH2:2][OH:3].C(=O)([O-])[O-].[Na+].[Na+].[N:10]1([C:16]2[C:17]3[C:24]([C:25]4[CH:26]=[C:27]([CH:30]=[CH:31][CH:32]=4)[C:28]#[N:29])=[CH:23][N:22]([CH2:33][O:34][CH2:35][CH2:36][Si:37]([CH3:40])([CH3:39])[CH3:38])[C:18]=3[N:19]=[CH:20][N:21]=2)[CH2:15][CH2:14][O:13][CH2:12][CH2:11]1. Product: [OH:3][N:2]=[C:28]([C:27]1[CH:30]=[CH:31][CH:32]=[C:25]([C:24]2[C:17]3[C:16]([N:10]4[CH2:11][CH2:12][O:13][CH2:14][CH2:15]4)=[N:21][CH:20]=[N:19][C:18]=3[N:22]([CH2:33][O:34][CH2:35][CH2:36][Si:37]([CH3:40])([CH3:39])[CH3:38])[CH:23]=2)[CH:26]=1)[NH2:29]. The catalyst class is: 40.